From a dataset of Forward reaction prediction with 1.9M reactions from USPTO patents (1976-2016). Predict the product of the given reaction. (1) Given the reactants C[O:2][C:3]([C:5]1[O:6][C:7]([CH3:29])=[C:8]([CH2:10][N:11]([C:13]2[CH:18]=[CH:17][C:16]([C:19]3[CH:24]=[CH:23][C:22]([O:25][CH:26]([F:28])[F:27])=[CH:21][CH:20]=3)=[CH:15][CH:14]=2)[CH3:12])[CH:9]=1)=[O:4].FC(F)(F)C(O)=O, predict the reaction product. The product is: [F:28][CH:26]([F:27])[O:25][C:22]1[CH:21]=[CH:20][C:19]([C:16]2[CH:15]=[CH:14][C:13]([N:11]([CH2:10][C:8]3[CH:9]=[C:5]([C:3]([OH:4])=[O:2])[O:6][C:7]=3[CH3:29])[CH3:12])=[CH:18][CH:17]=2)=[CH:24][CH:23]=1. (2) Given the reactants [O:1]=[C:2]1[N:7]([CH2:8][C:9]2[CH:14]=[CH:13][CH:12]=[CH:11][CH:10]=2)[C@H:6]([C:15]([OH:17])=O)[CH2:5][O:4][CH2:3]1.[CH2:18]([NH2:25])[C:19]1[CH:24]=[CH:23][CH:22]=[CH:21][CH:20]=1.CN1CCOCC1.ON1C2N=CC=CC=2N=N1.C(Cl)CCl, predict the reaction product. The product is: [O:1]=[C:2]1[N:7]([CH2:8][C:9]2[CH:10]=[CH:11][CH:12]=[CH:13][CH:14]=2)[C@H:6]([C:15]([NH:25][CH2:18][C:19]2[CH:24]=[CH:23][CH:22]=[CH:21][CH:20]=2)=[O:17])[CH2:5][O:4][CH2:3]1. (3) The product is: [CH2:35]([N:29]1[C:30]([CH2:31][CH:32]([CH3:34])[CH3:33])=[C:26]2[C:27]([C:37]([NH2:38])=[N:9][C:10]3[N:11]=[CH:12][CH:13]=[CH:14][C:15]=32)=[N:28]1)[CH3:36]. Given the reactants Cl.C(OC([NH:9][C:10]1[C:15](B(O)O)=[CH:14][CH:13]=[CH:12][N:11]=1)=O)(C)(C)C.C(=O)([O-])[O-].[Na+].[Na+].Br[C:26]1[C:27]([C:37]#[N:38])=[N:28][N:29]([CH2:35][CH3:36])[C:30]=1[CH2:31][CH:32]([CH3:34])[CH3:33].C1(P(C2C=CC=CC=2)C2C=CC=CC=2)C=CC=CC=1, predict the reaction product. (4) The product is: [Cl:10][C:11]1[CH:28]=[CH:27][C:14]([CH2:15][O:16][C:17]2[CH:24]=[CH:23][C:20]([CH:21]([O:22][CH3:29])[C:3]3[C:4]4[C:9](=[N:8][CH:7]=[CH:6][CH:5]=4)[NH:1][CH:2]=3)=[CH:19][C:18]=2[O:25][CH3:26])=[CH:13][CH:12]=1. Given the reactants [NH:1]1[C:9]2[C:4](=[CH:5][CH:6]=[CH:7][N:8]=2)[CH:3]=[CH:2]1.[Cl:10][C:11]1[CH:28]=[CH:27][C:14]([CH2:15][O:16][C:17]2[CH:24]=[CH:23][C:20]([CH:21]=[O:22])=[CH:19][C:18]=2[O:25][CH3:26])=[CH:13][CH:12]=1.[CH3:29]O.[OH-].[K+], predict the reaction product. (5) Given the reactants [CH3:1][C:2]1([CH3:16])[C:6]([CH3:8])([CH3:7])[O:5][B:4]([C:9]2[CH:15]=[CH:14][C:12]([NH2:13])=[CH:11][CH:10]=2)[O:3]1.CCN(CC)CC.[C:24](Cl)(=[O:29])[CH2:25][CH2:26][CH2:27][CH3:28], predict the reaction product. The product is: [CH3:8][C:6]1([CH3:7])[C:2]([CH3:16])([CH3:1])[O:3][B:4]([C:9]2[CH:15]=[CH:14][C:12]([NH:13][C:24](=[O:29])[CH2:25][CH2:26][CH2:27][CH3:28])=[CH:11][CH:10]=2)[O:5]1. (6) Given the reactants Cl[C:2]1[N:7]=[C:6]([NH:8][C:9]2[CH:14]=[CH:13][CH:12]=[CH:11][CH:10]=2)[C:5]([Cl:15])=[CH:4][N:3]=1.[CH3:16][P:17]([C:20]1[N:25]=[C:24]([O:26][CH3:27])[C:23]([NH2:28])=[CH:22][CH:21]=1)([CH3:19])=[O:18], predict the reaction product. The product is: [Cl:15][C:5]1[C:6]([NH:8][C:9]2[CH:14]=[CH:13][CH:12]=[CH:11][CH:10]=2)=[N:7][C:2]([NH:28][C:23]2[C:24]([O:26][CH3:27])=[N:25][C:20]([P:17]([CH3:16])([CH3:19])=[O:18])=[CH:21][CH:22]=2)=[N:3][CH:4]=1. (7) Given the reactants N1C=CC([NH:7][C:8]([C:10]2[C:18]3[C:17]4[CH:19]=[CH:20][CH:21]=[CH:22][C:16]=4[O:15][C:14]=3[C:13]([O:23][CH3:24])=[CH:12][CH:11]=2)=[O:9])=CC=1.ClC1C=CC=C(C(OO)=[O:33])C=1, predict the reaction product. The product is: [CH3:24][O:23][C:13]1[C:14]2[O:15][C:16]3[CH:22]=[CH:21][CH:20]=[CH:19][C:17]=3[C:18]=2[C:10]([C:8]([NH2:7]=[O:33])=[O:9])=[CH:11][CH:12]=1.